This data is from Full USPTO retrosynthesis dataset with 1.9M reactions from patents (1976-2016). The task is: Predict the reactants needed to synthesize the given product. (1) Given the product [Cl:3][CH2:2][C:6](=[O:5])[C@@H:7]([NH:17][C:18](=[O:19])[O:20][C:21]([CH3:22])([CH3:23])[CH3:24])[CH2:8][C:9]1[CH:14]=[C:13]([F:15])[CH:12]=[C:11]([F:16])[CH:10]=1, predict the reactants needed to synthesize it. The reactants are: I[CH2:2][Cl:3].C[O:5][C:6](=O)[C@@H:7]([NH:17][C:18]([O:20][C:21]([CH3:24])([CH3:23])[CH3:22])=[O:19])[CH2:8][C:9]1[CH:14]=[C:13]([F:15])[CH:12]=[C:11]([F:16])[CH:10]=1.[Li+].CC([N-]C(C)C)C.C([Li])CCC. (2) Given the product [NH2:18][CH2:17][C:16]1[N:12]([CH:11]2[C:10]3[C:5](=[CH:6][CH:7]=[CH:8][CH:9]=3)[C:4](=[O:19])[O:3][C:2]2([CH3:20])[CH3:1])[CH:13]=[N:14][CH:15]=1, predict the reactants needed to synthesize it. The reactants are: [CH3:1][C:2]1([CH3:20])[CH:11]([N:12]2[C:16]([C:17]#[N:18])=[CH:15][N:14]=[CH:13]2)[C:10]2[C:5](=[CH:6][CH:7]=[CH:8][CH:9]=2)[C:4](=[O:19])[O:3]1.Cl.CO. (3) Given the product [ClH:1].[Cl:1][C:19]1[S:20][CH:21]=[C:22]([CH3:23])[C:18]=1[NH:17][C:15]1[NH:14][C:13]2[CH:24]=[C:25]([F:26])[C:10]([F:9])=[CH:11][C:12]=2[N:16]=1, predict the reactants needed to synthesize it. The reactants are: [Cl:1]N1C(=O)CCC1=O.[F:9][C:10]1[C:25]([F:26])=[CH:24][C:13]2[NH:14][C:15]([NH:17][C:18]3[C:22]([CH3:23])=[CH:21][S:20][CH:19]=3)=[N:16][C:12]=2[CH:11]=1. (4) Given the product [CH2:1]([NH:4][CH2:12][C@H:11]([NH:13][S:14]([C:17]1[CH:22]=[CH:21][CH:20]=[CH:19][C:18]=1[N+:23]([O-:25])=[O:24])(=[O:16])=[O:15])[CH3:10])[CH:2]=[CH2:3], predict the reactants needed to synthesize it. The reactants are: [CH2:1]([NH2:4])[CH:2]=[CH2:3].CS(O[CH2:10][C@H:11]([NH:13][S:14]([C:17]1[CH:22]=[CH:21][CH:20]=[CH:19][C:18]=1[N+:23]([O-:25])=[O:24])(=[O:16])=[O:15])[CH3:12])(=O)=O. (5) Given the product [OH:26][CH:25]([C:24]1[CH:27]=[CH:28][C:21]([O:20][CH3:19])=[CH:22][C:23]=1[N+:29]([O-:31])=[O:30])[CH:11]([C:10]([CH3:18])([CH3:17])[CH3:9])[C:12]([O:14][CH2:15][CH3:16])=[O:13], predict the reactants needed to synthesize it. The reactants are: [Li+].CC([N-]C(C)C)C.[CH3:9][C:10]([CH3:18])([CH3:17])[CH2:11][C:12]([O:14][CH2:15][CH3:16])=[O:13].[CH3:19][O:20][C:21]1[CH:28]=[CH:27][C:24]([CH:25]=[O:26])=[C:23]([N+:29]([O-:31])=[O:30])[CH:22]=1. (6) Given the product [CH2:15]([O:22][NH:23][C:2]1[C:7]([C:8]([O:10][CH2:11][CH3:12])=[O:9])=[CH:6][N:5]=[C:4]([CH3:13])[N:3]=1)[C:16]1[CH:21]=[CH:20][CH:19]=[CH:18][CH:17]=1, predict the reactants needed to synthesize it. The reactants are: Cl[C:2]1[C:7]([C:8]([O:10][CH2:11][CH3:12])=[O:9])=[CH:6][N:5]=[C:4]([CH3:13])[N:3]=1.Cl.[CH2:15]([O:22][NH2:23])[C:16]1[CH:21]=[CH:20][CH:19]=[CH:18][CH:17]=1.C(Cl)(Cl)Cl.O.